This data is from Reaction yield outcomes from USPTO patents with 853,638 reactions. The task is: Predict the reaction yield, written as a fraction of the theoretical maximum amount of product (1.0 means a 100% yield; for example, 0.34 means a 34% yield). (1) The reactants are [CH2:1]([NH:3][C:4]1[CH:15]=[C:14]([C:16]([F:19])([F:18])[F:17])[CH:13]=[CH:12][C:5]=1[C:6](N(OC)C)=[O:7])[CH3:2].[H-].[H-].[H-].[H-].[Li+].[Al+3].CCCCCC.C(OC(=O)C)C. The catalyst is C1COCC1. The product is [CH2:1]([NH:3][C:4]1[CH:15]=[C:14]([C:16]([F:17])([F:18])[F:19])[CH:13]=[CH:12][C:5]=1[CH:6]=[O:7])[CH3:2]. The yield is 0.290. (2) The catalyst is C1COCC1.O. The product is [Cl:1][C:2]1[CH:3]=[C:4]2[C:12](=[C:13]([Cl:15])[CH:14]=1)[NH:11][C:10]1[C:9]([C:21]([F:23])([F:22])[F:24])([OH:16])[CH2:8][CH2:7][CH2:6][C:5]2=1. The reactants are [Cl:1][C:2]1[CH:3]=[C:4]2[C:12](=[C:13]([Cl:15])[CH:14]=1)[NH:11][C:10]1[C:9]([C:21]([F:24])([F:23])[F:22])([O:16][Si](C)(C)C)[CH2:8][CH2:7][CH2:6][C:5]2=1.[OH-].[K+]. The yield is 0.260. (3) The reactants are [NH2:1][C:2]1[C:10]([N+:11]([O-:13])=[O:12])=[CH:9]C=[CH:7][C:3]=1[C:4]([OH:6])=O.Cl.[CH2:15]([NH2:17])[CH3:16].C(Cl)CCl.CC[N:24](C(C)C)C(C)C. The catalyst is C(Cl)Cl.CN(C=O)C. The product is [NH2:1][C:2]1[C:3]([C:4]([NH:17][CH2:15][CH3:16])=[O:6])=[CH:7][N:24]=[CH:9][C:10]=1[N+:11]([O-:13])=[O:12]. The yield is 0.476. (4) The reactants are Br[C:2]1[C:7](=[O:8])[N:6]([CH2:9][C:10]2[CH:15]=[CH:14][C:13]([C:16]3[C:17]([C:22]#[N:23])=[CH:18][CH:19]=[CH:20][CH:21]=3)=[CH:12][CH:11]=2)[C:5]([CH2:24][CH2:25][CH2:26][CH3:27])=[N:4][C:3]=1[CH3:28].[CH3:29][C:30]1[C:34](B(O)O)=[C:33]([CH3:38])[O:32][N:31]=1.C(=O)([O-])[O-].[Cs+].[Cs+]. The catalyst is O1CCOCC1.C(OCC)(=O)C.C1C=CC(P(C2C=CC=CC=2)[C-]2C=CC=C2)=CC=1.C1C=CC(P(C2C=CC=CC=2)[C-]2C=CC=C2)=CC=1.Cl[Pd]Cl.[Fe+2]. The product is [CH2:24]([C:5]1[N:6]([CH2:9][C:10]2[CH:15]=[CH:14][C:13]([C:16]3[C:17]([C:22]#[N:23])=[CH:18][CH:19]=[CH:20][CH:21]=3)=[CH:12][CH:11]=2)[C:7](=[O:8])[C:2]([C:34]2[C:30]([CH3:29])=[N:31][O:32][C:33]=2[CH3:38])=[C:3]([CH3:28])[N:4]=1)[CH2:25][CH2:26][CH3:27]. The yield is 0.310. (5) The reactants are [CH3:1][C:2]1[C:3]([C:23](OCC)=[O:24])=[CH:4][N:5]([S:13]([C:16]2[CH:21]=[CH:20][C:19]([CH3:22])=[CH:18][CH:17]=2)(=[O:15])=[O:14])[C:6]=1[C:7]1[CH:12]=[CH:11][CH:10]=[CH:9][CH:8]=1.[H-].C([Al+]CC(C)C)C(C)C.Cl. The catalyst is O1CCCC1.C1(C)C=CC=CC=1. The product is [CH3:1][C:2]1[C:3]([CH:23]=[O:24])=[CH:4][N:5]([S:13]([C:16]2[CH:17]=[CH:18][C:19]([CH3:22])=[CH:20][CH:21]=2)(=[O:15])=[O:14])[C:6]=1[C:7]1[CH:8]=[CH:9][CH:10]=[CH:11][CH:12]=1. The yield is 0.900.